Dataset: Full USPTO retrosynthesis dataset with 1.9M reactions from patents (1976-2016). Task: Predict the reactants needed to synthesize the given product. (1) Given the product [OH:35][CH2:34][C:26]1[N:27]=[C:28]2[CH:33]=[CH:32][CH:31]=[CH:30][N:29]2[C:25]=1[CH2:24][NH:23][C:21](=[O:22])[O:20][C:17]([CH3:18])([CH3:16])[CH3:19], predict the reactants needed to synthesize it. The reactants are: C(OC(OC(C)(C)C)=O)(OC(C)(C)C)=O.[CH3:16][C:17]([O:20][C:21]([NH:23][CH2:24][C:25]1[N:29]2[CH:30]=[CH:31][CH:32]=[CH:33][C:28]2=[N:27][C:26]=1[C:34](OC)=[O:35])=[O:22])([CH3:19])[CH3:18].CC(OC(NCC1N2C=CC=CC2=NC=1C(OCC)=O)=O)(C)C.[BH4-].[Li+].[OH-].[Na+]. (2) Given the product [Cl:1][C:2]1[CH:3]=[CH:4][C:5]([C:8]2[N:12]([CH2:13][CH3:14])[C:11](=[O:15])[N:10]([CH2:17][C:18]([OH:20])=[O:19])[CH:9]=2)=[CH:6][CH:7]=1, predict the reactants needed to synthesize it. The reactants are: [Cl:1][C:2]1[CH:7]=[CH:6][C:5]([C:8]2[N:12]([CH2:13][CH3:14])[C:11](=[O:15])[NH:10][CH:9]=2)=[CH:4][CH:3]=1.Cl[CH2:17][C:18]([O:20]CC)=[O:19].C(=O)([O-])[O-].[K+].[K+].